Task: Predict the reaction yield, written as a fraction of the theoretical maximum amount of product (1.0 means a 100% yield; for example, 0.34 means a 34% yield).. Dataset: Reaction yield outcomes from USPTO patents with 853,638 reactions (1) The reactants are C([O:5][C:6](=[O:82])[CH2:7][O:8][CH2:9][C:10](=[O:81])[NH:11][C:12]1[C:17]([I:18])=[C:16]([C:19](=[O:48])[N:20]([CH3:47])[CH2:21][CH:22]([O:43][C:44](=[O:46])[CH3:45])[CH:23]([O:39][C:40](=[O:42])[CH3:41])[CH:24]([O:35][C:36](=[O:38])[CH3:37])[CH:25]([O:31][C:32](=[O:34])[CH3:33])[CH2:26][O:27][C:28](=[O:30])[CH3:29])[C:15]([I:49])=[C:14]([C:50](=[O:79])[N:51]([CH3:78])[CH2:52][CH:53]([O:74][C:75](=[O:77])[CH3:76])[CH:54]([O:70][C:71](=[O:73])[CH3:72])[CH:55]([O:66][C:67](=[O:69])[CH3:68])[CH:56]([O:62][C:63](=[O:65])[CH3:64])[CH2:57][O:58][C:59](=[O:61])[CH3:60])[C:13]=1[I:80])(C)(C)C.FC(F)(F)C(O)=O. The catalyst is ClCCl. The product is [I:18][C:17]1[C:16]([C:19](=[O:48])[N:20]([CH3:47])[CH2:21][CH:22]([O:43][C:44](=[O:46])[CH3:45])[CH:23]([O:39][C:40](=[O:42])[CH3:41])[CH:24]([O:35][C:36](=[O:38])[CH3:37])[CH:25]([O:31][C:32](=[O:34])[CH3:33])[CH2:26][O:27][C:28](=[O:30])[CH3:29])=[C:15]([I:49])[C:14]([C:50](=[O:79])[N:51]([CH3:78])[CH2:52][CH:53]([O:74][C:75](=[O:77])[CH3:76])[CH:54]([O:70][C:71](=[O:73])[CH3:72])[CH:55]([O:66][C:67](=[O:69])[CH3:68])[CH:56]([O:62][C:63](=[O:65])[CH3:64])[CH2:57][O:58][C:59](=[O:61])[CH3:60])=[C:13]([I:80])[C:12]=1[NH:11][C:10]([CH2:9][O:8][CH2:7][C:6]([OH:82])=[O:5])=[O:81]. The yield is 1.00. (2) The yield is 1.00. The product is [Cl:1][C:2]1[S:6][C:5]([C:7]([OH:8])([C:9]2[N:10]([CH3:14])[CH:11]=[N:12][CH:13]=2)[C:15]2[CH:16]=[C:17]3[C:22](=[CH:23][CH:24]=2)[NH:21][C:20](=[O:25])[CH:19]=[C:18]3[C:27]2[CH:32]=[CH:31][CH:30]=[C:29]([O:33][CH3:34])[CH:28]=2)=[CH:4][CH:3]=1. The catalyst is C1COCC1. The reactants are [Cl:1][C:2]1[S:6][C:5]([C:7]([C:15]2[CH:16]=[C:17]3[C:22](=[CH:23][CH:24]=2)[N:21]=[C:20]([O:25]C)[CH:19]=[C:18]3[C:27]2[CH:32]=[CH:31][CH:30]=[C:29]([O:33][CH3:34])[CH:28]=2)([C:9]2[N:10]([CH3:14])[CH:11]=[N:12][CH:13]=2)[OH:8])=[CH:4][CH:3]=1.Cl.